From a dataset of Buchwald-Hartwig C-N cross coupling reaction yields with 55,370 reactions. Predict the reaction yield, written as a fraction of the theoretical maximum amount of product (1.0 means a 100% yield; for example, 0.34 means a 34% yield). (1) The reactants are FC(F)(F)c1ccc(Cl)cc1.Cc1ccc(N)cc1.O=S(=O)(O[Pd]1c2ccccc2-c2ccccc2N~1)C(F)(F)F.COc1ccc(OC)c(P([C@]23C[C@H]4C[C@H](C[C@H](C4)C2)C3)[C@]23C[C@H]4C[C@H](C[C@H](C4)C2)C3)c1-c1c(C(C)C)cc(C(C)C)cc1C(C)C.CN1CCCN2CCCN=C12.c1ccc2nocc2c1. No catalyst specified. The product is Cc1ccc(Nc2ccc(C(F)(F)F)cc2)cc1. The yield is 0.00299. (2) The reactants are CCc1ccc(I)cc1.Cc1ccc(N)cc1.O=S(=O)(O[Pd]1c2ccccc2-c2ccccc2N~1)C(F)(F)F.CC(C)c1cc(C(C)C)c(-c2ccccc2P(C(C)(C)C)C(C)(C)C)c(C(C)C)c1.CCN=P(N=P(N(C)C)(N(C)C)N(C)C)(N(C)C)N(C)C.CCOC(=O)c1cc(OC)no1. No catalyst specified. The product is CCc1ccc(Nc2ccc(C)cc2)cc1. The yield is 0.644.